From a dataset of Cav3 T-type calcium channel HTS with 100,875 compounds. Binary Classification. Given a drug SMILES string, predict its activity (active/inactive) in a high-throughput screening assay against a specified biological target. (1) The compound is s1c2n(nc(c2cc1C(=O)NC(CCc1occc1)C)c1c(F)cccc1)C. The result is 0 (inactive). (2) The compound is Clc1c(nn2c1nccc2)C(=O)N1CCN(CC1)C(=O)c1occc1. The result is 0 (inactive). (3) The compound is Clc1cc(NC(=S)Nc2c(cc(OC)c(OC)c2)C(OC)=O)ccc1. The result is 0 (inactive). (4) The molecule is S(=O)(=O)(N1CC(CCC1)C(=O)Nc1ccncc1)c1c2ncccc2ccc1. The result is 0 (inactive).